This data is from Serine/threonine kinase 33 screen with 319,792 compounds. The task is: Binary Classification. Given a drug SMILES string, predict its activity (active/inactive) in a high-throughput screening assay against a specified biological target. (1) The drug is Fc1c(C2c3c(OC(N)=C2C(OCC)=O)cc(O)cc3)ccc(F)c1. The result is 0 (inactive). (2) The compound is O(C(=O)c1ccc(NC(=O)C)cc1)CC(=O)/C(=C(\N)C)C#N. The result is 0 (inactive). (3) The drug is s1c(C(=O)Cn2c3c(n(c2=N)Cc2ccccc2)cccc3)ccc1. The result is 0 (inactive). (4) The compound is o1nc(cc1c1c(OC)cccc1)C(=O)NCc1ccccc1. The result is 0 (inactive). (5) The drug is O(CC(=O)Nc1cc(ccc1)C(=O)C)C(=O)c1c(OCC)nccc1. The result is 0 (inactive).